This data is from Forward reaction prediction with 1.9M reactions from USPTO patents (1976-2016). The task is: Predict the product of the given reaction. (1) Given the reactants [CH:1]1([C:4]2[CH:8]=[C:7]([CH:9]3[CH2:11][CH2:10]3)[N:6]([C:12]3[CH:17]=[CH:16][C:15]([NH:18][C:19](=[O:26])[C:20]4[CH:25]=[CH:24][CH:23]=[N:22][CH:21]=4)=[CH:14][C:13]=3[F:27])[N:5]=2)[CH2:3][CH2:2]1.C(O)(=O)C1C=CC=NC=1.[ClH:37], predict the reaction product. The product is: [ClH:37].[CH:1]1([C:4]2[CH:8]=[C:7]([CH:9]3[CH2:11][CH2:10]3)[N:6]([C:12]3[CH:17]=[CH:16][C:15]([NH:18][C:19](=[O:26])[C:20]4[CH:25]=[CH:24][CH:23]=[N:22][CH:21]=4)=[CH:14][C:13]=3[F:27])[N:5]=2)[CH2:2][CH2:3]1. (2) Given the reactants [C:1](OCCOC(=O)C(C)=C)(=O)C(C)=C.O[P:16]([O-:19])(O)=O.OP([O-])([O-])=O.[Na+].[Na+].[Na+].[Cl-].[Cl-].[K+].[K+].C[C@H]1[C@](O)(C(CO)=O)[C@]2(C)[C@H:35]([C@H:36]3[C@:46](F)([C@@H:47]([OH:57])C2)[C@:45]2([CH3:59])[C:39](=CC(C=C2)=O)[CH2:38][CH2:37]3)C1.C[C@H]1[C@](OC(C)=O)(C(CO)=O)[C@:77]2(C)[C@H:63]([C@H:64]3[C@:74](F)([C@@H:75](O)[CH2:76]2)[C@]2(C)C(=CC(C=C2)=O)CC3)C1.CCCCCCCC/C=C\CC[CH2:103][CH2:104][CH2:105][CH2:106][CH2:107][CH2:108]OCCO.CCCCCCCCCCCCCCCCCCOCCOCCOCCOCCOCCOCCOCCOCCOCCOCCOCCOCCOCCOCCOCCOCCOCCOCCOCCOCCO, predict the reaction product. The product is: [CH3:59][C:45]1[CH:39]=[C:38]([CH3:1])[CH:37]=[C:36]([CH3:35])[C:46]=1[C:47]([P:16](=[O:19])([C:103]1[CH:104]=[CH:105][CH:106]=[CH:107][CH:108]=1)[C:63]1[CH:77]=[CH:76][CH:75]=[CH:74][CH:64]=1)=[O:57]. (3) Given the reactants [CH2:1]([C:10]1[CH:17]=[CH:16][C:13]([CH2:14][NH2:15])=[CH:12][CH:11]=1)[CH2:2][CH2:3][CH2:4][CH2:5][CH2:6][CH2:7][CH2:8][CH3:9].Cl[CH2:19][Si:20]([CH3:23])([CH3:22])[CH3:21], predict the reaction product. The product is: [CH3:19][Si:20]([CH2:23][NH:15][CH2:14][C:13]1[CH:12]=[CH:11][C:10]([CH2:1][CH2:2][CH2:3][CH2:4][CH2:5][CH2:6][CH2:7][CH2:8][CH3:9])=[CH:17][CH:16]=1)([CH3:22])[CH3:21].